This data is from Full USPTO retrosynthesis dataset with 1.9M reactions from patents (1976-2016). The task is: Predict the reactants needed to synthesize the given product. (1) Given the product [F:26][C:2]([F:25])([F:1])[C@H:3]([N:12]1[CH2:16][CH2:15][C@H:14]([NH:17][C:18](=[O:24])[O:19][C:20]([CH3:22])([CH3:23])[CH3:21])[CH2:13]1)[C:4]1[CH:9]=[CH:8][C:7]2[N:6]([C:42]([C:38]3[CH:37]=[CH:36][C:35]4[C:40](=[CH:41][C:32]([O:31][CH2:30][CH2:29][O:28][CH3:27])=[CH:33][CH:34]=4)[N:39]=3)=[N:11][N:10]=2)[CH:5]=1, predict the reactants needed to synthesize it. The reactants are: [F:1][C:2]([F:26])([F:25])[C@H:3]([N:12]1[CH2:16][CH2:15][C@H:14]([NH:17][C:18](=[O:24])[O:19][C:20]([CH3:23])([CH3:22])[CH3:21])[CH2:13]1)[C:4]1[CH:5]=[N:6][C:7]([NH:10][NH2:11])=[CH:8][CH:9]=1.[CH3:27][O:28][CH2:29][CH2:30][O:31][C:32]1[CH:41]=[C:40]2[C:35]([CH:36]=[CH:37][C:38]([CH:42]=O)=[N:39]2)=[CH:34][CH:33]=1.C(O)C.C(O)(=O)C.C(O)(=O)C.I(C1C=CC=CC=1)=O.C(=O)(O)[O-].[Na+]. (2) Given the product [CH3:38][N:39]([CH3:44])[CH2:40][CH2:41][N:42]([CH3:43])[C:2]1[CH:7]=[C:6]([C:8]2[CH:37]=[CH:36][C:11]3[N:12]([C:15]4[S:19][C:18]([C:20]([NH2:22])=[O:21])=[C:17]([O:23][C@@H:24]([C:26]5[CH:31]=[CH:30][CH:29]=[CH:28][C:27]=5[C:32]([F:33])([F:35])[F:34])[CH3:25])[CH:16]=4)[CH:13]=[N:14][C:10]=3[CH:9]=2)[CH:5]=[CH:4][N:3]=1, predict the reactants needed to synthesize it. The reactants are: F[C:2]1[CH:7]=[C:6]([C:8]2[CH:37]=[CH:36][C:11]3[N:12]([C:15]4[S:19][C:18]([C:20]([NH2:22])=[O:21])=[C:17]([O:23][C@@H:24]([C:26]5[CH:31]=[CH:30][CH:29]=[CH:28][C:27]=5[C:32]([F:35])([F:34])[F:33])[CH3:25])[CH:16]=4)[CH:13]=[N:14][C:10]=3[CH:9]=2)[CH:5]=[CH:4][N:3]=1.[CH3:38][N:39]([CH3:44])[CH2:40][CH2:41][NH:42][CH3:43].CCO. (3) Given the product [OH:43][C@H:8]([C:5]1[CH:6]=[N:7][CH:2]=[CH:3][CH:4]=1)[CH2:9][N:10]([CH2:18][CH2:19][C:20]1[CH:21]=[CH:22][C:23]([C:26]2[CH:31]=[CH:30][C:29]([C:32]([NH:34][S:35]([CH3:38])(=[O:36])=[O:37])=[O:33])=[C:28]([NH:39][CH:40]([CH3:42])[CH3:41])[CH:27]=2)=[CH:24][CH:25]=1)[C:11](=[O:17])[O:12][C:13]([CH3:14])([CH3:15])[CH3:16], predict the reactants needed to synthesize it. The reactants are: Cl[C:2]1[N:7]=[CH:6][C:5]([C@@H:8]([OH:43])[CH2:9][N:10]([CH2:18][CH2:19][C:20]2[CH:25]=[CH:24][C:23]([C:26]3[CH:31]=[CH:30][C:29]([C:32]([NH:34][S:35]([CH3:38])(=[O:37])=[O:36])=[O:33])=[C:28]([NH:39][CH:40]([CH3:42])[CH3:41])[CH:27]=3)=[CH:22][CH:21]=2)[C:11](=[O:17])[O:12][C:13]([CH3:16])([CH3:15])[CH3:14])=[CH:4][CH:3]=1.C([O-])=O.[NH4+]. (4) Given the product [CH3:19][N:18]1[C:12]2[CH:11]=[CH:10][C:9]([N:8]3[CH2:7][C@H:2]([C:3]([O:5][CH3:6])=[O:4])[O:1][C:22]3=[O:23])=[CH:21][C:13]=2[CH2:14][CH2:15][O:16][C:17]1=[O:20], predict the reactants needed to synthesize it. The reactants are: [OH:1][C@H:2]([CH2:7][NH:8][C:9]1[CH:10]=[CH:11][C:12]2[N:18]([CH3:19])[C:17](=[O:20])[O:16][CH2:15][CH2:14][C:13]=2[CH:21]=1)[C:3]([O:5][CH3:6])=[O:4].[C:22](N1C=CN=C1)(N1C=CN=C1)=[O:23]. (5) Given the product [C:29]([O:28][C:26](=[O:27])[CH2:25][N:9]1[C:10]2[C:6](=[CH:5][C:4]([O:3][C:2]([F:1])([F:16])[F:17])=[CH:12][CH:11]=2)[C:7]([C:13](=[O:15])[CH3:14])=[CH:8]1)([CH3:32])([CH3:31])[CH3:30], predict the reactants needed to synthesize it. The reactants are: [F:1][C:2]([F:17])([F:16])[O:3][C:4]1[CH:5]=[C:6]2[C:10](=[CH:11][CH:12]=1)[NH:9][CH:8]=[C:7]2[C:13](=[O:15])[CH3:14].C([O-])([O-])=O.[K+].[K+].Br[CH2:25][C:26]([O:28][C:29]([CH3:32])([CH3:31])[CH3:30])=[O:27]. (6) Given the product [C:19]([C:7]1[C:5]2[N:6]=[C:2]([N:31]3[CH2:32][CH:33]([C:35]([N:24]([CH3:25])[CH3:21])=[O:36])[CH2:34]3)[O:3][C:4]=2[C:10]([F:11])=[C:9]([C:12]2[CH:17]=[CH:16][CH:15]=[CH:14][CH:13]=2)[C:8]=1[CH3:18])#[N:20], predict the reactants needed to synthesize it. The reactants are: Cl[C:2]1[O:3][C:4]2[C:5](=[C:7]([C:19]#[N:20])[C:8]([CH3:18])=[C:9]([C:12]3[CH:17]=[CH:16][CH:15]=[CH:14][CH:13]=3)[C:10]=2[F:11])[N:6]=1.[CH:21]([N:24](C(C)C)[CH2:25]C)(C)C.Cl.[NH:31]1[CH2:34][CH:33]([C:35](C[N-]C)=[O:36])[CH2:32]1.